The task is: Predict the reactants needed to synthesize the given product.. This data is from Retrosynthesis with 50K atom-mapped reactions and 10 reaction types from USPTO. (1) Given the product CC(C)(C)c1ccc(Oc2nnc(Cl)cc2O)cc1, predict the reactants needed to synthesize it. The reactants are: CC(C)(C)c1ccc(O)cc1.Oc1cc(Cl)nnc1Cl. (2) Given the product CCOC(=O)C(Cc1ccc(C(F)(F)F)cc1)C(O)c1ccc(F)c(F)c1, predict the reactants needed to synthesize it. The reactants are: CCOC(=O)C(Cc1ccc(C(F)(F)F)cc1)C(=O)c1ccc(F)c(F)c1. (3) The reactants are: CC(C)(C)OC(=O)N1CCN(c2cc(CN)cc(-c3ccnc(NC4CCCCC4)c3)n2)CC1. Given the product NCc1cc(-c2ccnc(NC3CCCCC3)c2)nc(N2CCNCC2)c1, predict the reactants needed to synthesize it. (4) Given the product CCC(CC)(c1ccc(OCC(O)C(C)(C)C)c(C)c1)c1ccc(C(=O)NCC(=O)O)c(C)c1, predict the reactants needed to synthesize it. The reactants are: CCC(CC)(c1ccc(OCC(O)C(C)(C)C)c(C)c1)c1ccc(C(=O)NCC(=O)OC)c(C)c1. (5) Given the product CCOC(=O)/C=C/c1ccc(N[C@@H]2CCCN(C(=O)C3CCCCC3)C2)nc1, predict the reactants needed to synthesize it. The reactants are: CCOC(=O)/C=C/c1ccc(N[C@@H]2CCCNC2)nc1.O=C(O)C1CCCCC1. (6) The reactants are: CC(C)(C)OC(N)=O.O=S(=O)(NCCCN1c2ccccc2CCc2ccc(Cl)cc21)c1ccc(C(F)(F)F)cc1. Given the product CC(C)(C)OC(=O)Nc1ccc2c(c1)N(CCCNS(=O)(=O)c1ccc(C(F)(F)F)cc1)c1ccccc1CC2, predict the reactants needed to synthesize it. (7) Given the product OCCN1CC(CF)C1, predict the reactants needed to synthesize it. The reactants are: FCC1CNC1.OCCBr. (8) Given the product CN1CCN(S(=O)(=O)CCCOc2ccc3c(c2)N=C(NC(=O)c2cccnc2)N2CCN=C32)CC1, predict the reactants needed to synthesize it. The reactants are: CN1CCN(S(=O)(=O)CCCCl)CC1.O=C(NC1=Nc2cc(O)ccc2C2=NCCN12)c1cccnc1. (9) Given the product O=C(NCCC1CC1)c1ccnc(N2CCN(Cc3ccc(F)cc3)C2=O)c1, predict the reactants needed to synthesize it. The reactants are: COC(=O)c1ccnc(N2CCN(Cc3ccc(F)cc3)C2=O)c1.NCCC1CC1.